Dataset: Full USPTO retrosynthesis dataset with 1.9M reactions from patents (1976-2016). Task: Predict the reactants needed to synthesize the given product. (1) Given the product [C:30]([C:27]1[CH:28]=[CH:29][C:24]([S:21]([NH:20][C:14]2[CH:15]=[CH:16][C:17]([Cl:19])=[CH:18][C:13]=2[N:10]2[C:11]([CH3:12])=[C:7]([C:5]([OH:6])=[O:4])[N:8]=[N:9]2)(=[O:22])=[O:23])=[CH:25][CH:26]=1)([CH3:33])([CH3:31])[CH3:32], predict the reactants needed to synthesize it. The reactants are: [OH-].[Na+].C[O:4][C:5]([C:7]1[N:8]=[N:9][N:10]([C:13]2[CH:18]=[C:17]([Cl:19])[CH:16]=[CH:15][C:14]=2[NH:20][S:21]([C:24]2[CH:29]=[CH:28][C:27]([C:30]([CH3:33])([CH3:32])[CH3:31])=[CH:26][CH:25]=2)(=[O:23])=[O:22])[C:11]=1[CH3:12])=[O:6]. (2) Given the product [CH3:1][O:2][CH2:3][C:4]1[CH:5]=[C:6]([CH:11]=[CH:12][C:13]=1[C:14]1[CH:15]=[C:16]2[C:21](=[C:22]([O:24][CH2:25][O:26][CH2:27][CH2:28][Si:29]([CH3:30])([CH3:31])[CH3:32])[CH:23]=1)[N:20]=[CH:19][N:18]([CH2:33][O:34][CH2:35][CH2:36][Si:37]([CH3:40])([CH3:39])[CH3:38])[C:17]2=[O:41])[C:7]([OH:9])=[O:8], predict the reactants needed to synthesize it. The reactants are: [CH3:1][O:2][CH2:3][C:4]1[CH:5]=[C:6]([CH:11]=[CH:12][C:13]=1[C:14]1[CH:15]=[C:16]2[C:21](=[C:22]([O:24][CH2:25][O:26][CH2:27][CH2:28][Si:29]([CH3:32])([CH3:31])[CH3:30])[CH:23]=1)[N:20]=[CH:19][N:18]([CH2:33][O:34][CH2:35][CH2:36][Si:37]([CH3:40])([CH3:39])[CH3:38])[C:17]2=[O:41])[C:7]([O:9]C)=[O:8].[OH-].[Li+].